From a dataset of Forward reaction prediction with 1.9M reactions from USPTO patents (1976-2016). Predict the product of the given reaction. (1) Given the reactants Br[C:2]1[CH:7]=[C:6]([CH2:8][O:9][CH2:10][CH3:11])[CH:5]=[C:4]([Br:12])[C:3]=1[CH3:13].[CH2:14]([NH2:21])[C:15]1[CH:20]=[CH:19][CH:18]=[CH:17][CH:16]=1.C1C=CC(P(C2C(C3C(P(C4C=CC=CC=4)C4C=CC=CC=4)=CC=C4C=3C=CC=C4)=C3C(C=CC=C3)=CC=2)C2C=CC=CC=2)=CC=1.CC([O-])(C)C.[Na+], predict the reaction product. The product is: [CH2:14]([NH:21][C:2]1[CH:7]=[C:6]([CH2:8][O:9][CH2:10][CH3:11])[CH:5]=[C:4]([Br:12])[C:3]=1[CH3:13])[C:15]1[CH:20]=[CH:19][CH:18]=[CH:17][CH:16]=1. (2) Given the reactants C([O:8][N:9]1[C:18](=[O:19])[C:17]2[C:12](=[CH:13][C:14]([N:21]3[CH2:26][CH2:25][N:24]([CH3:27])[CH2:23][CH2:22]3)=[C:15]([F:20])[CH:16]=2)[N:11]([CH2:28][CH3:29])[C:10]1=[O:30])C1C=CC=CC=1.[H][H], predict the reaction product. The product is: [CH2:28]([N:11]1[C:12]2[C:17](=[CH:16][C:15]([F:20])=[C:14]([N:21]3[CH2:26][CH2:25][N:24]([CH3:27])[CH2:23][CH2:22]3)[CH:13]=2)[C:18](=[O:19])[N:9]([OH:8])[C:10]1=[O:30])[CH3:29].